Dataset: Catalyst prediction with 721,799 reactions and 888 catalyst types from USPTO. Task: Predict which catalyst facilitates the given reaction. (1) Reactant: [Br:1][C:2]1[CH:3]=[C:4]2[C:9](=[CH:10][CH:11]=1)[C:8]([CH2:12][N:13]1[C:19](=[O:20])[C@@H:18]([NH:21][C:22](=[O:34])[C@@H:23]([N:25](C)[C:26](=O)OC(C)(C)C)[CH3:24])[C@H:17]([CH3:35])[N:16]([C:36]([CH:38]3[CH2:43][CH2:42][O:41][CH2:40][CH2:39]3)=[O:37])[C:15]3[CH:44]=[CH:45][CH:46]=[CH:47][C:14]1=3)=[C:7]([O:48][CH3:49])[CH:6]=[CH:5]2.[ClH:50]. Product: [ClH:50].[Br:1][C:2]1[CH:3]=[C:4]2[C:9](=[CH:10][CH:11]=1)[C:8]([CH2:12][N:13]1[C:19](=[O:20])[C@@H:18]([NH:21][C:22](=[O:34])[C@@H:23]([NH:25][CH3:26])[CH3:24])[C@H:17]([CH3:35])[N:16]([C:36]([CH:38]3[CH2:43][CH2:42][O:41][CH2:40][CH2:39]3)=[O:37])[C:15]3[CH:44]=[CH:45][CH:46]=[CH:47][C:14]1=3)=[C:7]([O:48][CH3:49])[CH:6]=[CH:5]2. The catalyst class is: 459. (2) Reactant: [F:1][C:2]1[CH:7]=[CH:6][C:5]([C:8]2[C:13](/[CH:14]=[CH:15]/[C@@H:16]([OH:24])[CH2:17][C@@H:18]([OH:23])[CH2:19][C:20]([OH:22])=[O:21])=[C:12]([CH:25]([CH3:27])[CH3:26])[N:11]=[C:10]([N:28]([CH3:33])[S:29]([CH3:32])(=[O:31])=[O:30])[N:9]=2)=[CH:4][CH:3]=1.O.O.[Cl-].[Ca+2:37].[Cl-]. Product: [Ca:37].[F:1][C:2]1[CH:7]=[CH:6][C:5]([C:8]2[C:13](/[CH:14]=[CH:15]/[C@@H:16]([OH:24])[CH2:17][C@@H:18]([OH:23])[CH2:19][C:20]([OH:22])=[O:21])=[C:12]([CH:25]([CH3:27])[CH3:26])[N:11]=[C:10]([N:28]([CH3:33])[S:29]([CH3:32])(=[O:31])=[O:30])[N:9]=2)=[CH:4][CH:3]=1. The catalyst class is: 6. (3) Reactant: [CH3:1][NH2:2].[CH2:3]=O.C[O:6][C:7](=O)[C:8]([OH:29])=[CH:9][C:10](=[O:28])[N:11]([CH2:20][C:21]1[CH:26]=[CH:25][C:24]([F:27])=[CH:23][CH:22]=1)[CH2:12][C:13]1[CH:18]=[CH:17][C:16]([F:19])=[CH:15][CH:14]=1. Product: [F:19][C:16]1[CH:15]=[CH:14][C:13]([CH2:12][N:11]([CH2:20][C:21]2[CH:26]=[CH:25][C:24]([F:27])=[CH:23][CH:22]=2)[C:10]([C:9]2[CH2:1][N:2]([CH3:3])[C:7](=[O:6])[C:8]=2[OH:29])=[O:28])=[CH:18][CH:17]=1. The catalyst class is: 52. (4) Reactant: [Cl:1][C:2]1[CH:7]=[CH:6][C:5]([N:8]2[CH:12]=[C:11]([CH2:13][C:14]([OH:16])=O)[N:10]=[C:9]2[CH2:17][N:18]([C:20]2[CH:25]=[CH:24][C:23]([F:26])=[CH:22][CH:21]=2)[CH3:19])=[CH:4][CH:3]=1.Cl.[CH3:28]N(C)CCCN=C=NCC.[C:39]1([NH2:46])[CH:44]=[CH:43][CH:42]=[CH:41][C:40]=1[NH2:45]. Product: [NH2:45][C:40]1[CH:41]=[CH:42][CH:43]=[CH:44][C:39]=1[NH:46][C:14](=[O:16])[CH2:13][C:11]1[N:10]=[C:9]([CH2:17][N:18]([C:20]2[CH:21]=[CH:22][C:23]([F:26])=[CH:24][CH:25]=2)[CH2:19][CH3:28])[N:8]([C:5]2[CH:4]=[CH:3][C:2]([Cl:1])=[CH:7][CH:6]=2)[CH:12]=1. The catalyst class is: 17. (5) Reactant: [CH3:1][O:2][CH2:3][NH:4][C:5]([C:7]1[CH:8]=[C:9]2[C:14](=[CH:15][CH:16]=1)[N:13]=[CH:12][N:11]=[C:10]2O)=[O:6].C(N(CC)CC)C.P(Cl)(Cl)([Cl:27])=O.C(=O)(O)[O-].[Na+]. Product: [CH3:1][O:2][CH2:3][NH:4][C:5]([C:7]1[CH:8]=[C:9]2[C:14](=[CH:15][CH:16]=1)[N:13]=[CH:12][N:11]=[C:10]2[Cl:27])=[O:6]. The catalyst class is: 133.